From a dataset of Full USPTO retrosynthesis dataset with 1.9M reactions from patents (1976-2016). Predict the reactants needed to synthesize the given product. (1) Given the product [CH2:1]([O:3][C:4]([C:6]1[NH:7][C:8]2[C:13]([CH:14]=1)=[CH:12][CH:11]=[C:10]([O:15][CH:21]1[CH2:22][CH2:23][N:19]([CH:16]([CH3:18])[CH3:17])[CH2:20]1)[CH:9]=2)=[O:5])[CH3:2], predict the reactants needed to synthesize it. The reactants are: [CH2:1]([O:3][C:4]([C:6]1[NH:7][C:8]2[C:13]([CH:14]=1)=[CH:12][CH:11]=[C:10]([OH:15])[CH:9]=2)=[O:5])[CH3:2].[CH:16]([N:19]1[CH2:23][CH2:22][CH:21](O)[CH2:20]1)([CH3:18])[CH3:17].C(P(CCCC)CCCC)CCC.N(C(N1CCCCC1)=O)=NC(N1CCCCC1)=O. (2) Given the product [F:53][C:49]1[CH:50]=[CH:51][CH:52]=[C:2]([F:1])[C:3]=1[C:4]([NH:6][C:7]1[CH:12]=[CH:11][CH:10]=[C:9]([C:13]2[C:21]([C:22]3[CH:27]=[CH:26][N:25]=[C:24]([NH:28][C:29]4[CH:34]=[CH:33][CH:32]=[C:31]([CH2:35][NH:36][CH2:43][CH2:44][S:45]([CH3:48])(=[O:47])=[O:46])[CH:30]=4)[N:23]=3)=[C:16]3[CH:17]=[CH:18][CH:19]=[CH:20][N:15]3[N:14]=2)[CH:8]=1)=[O:5], predict the reactants needed to synthesize it. The reactants are: [F:1][C:2]1[CH:52]=[CH:51][CH:50]=[C:49]([F:53])[C:3]=1[C:4]([NH:6][C:7]1[CH:12]=[CH:11][CH:10]=[C:9]([C:13]2[C:21]([C:22]3[CH:27]=[CH:26][N:25]=[C:24]([NH:28][C:29]4[CH:34]=[CH:33][CH:32]=[C:31]([CH2:35][N:36]([CH2:43][CH2:44][S:45]([CH3:48])(=[O:47])=[O:46])C(=O)C(F)(F)F)[CH:30]=4)[N:23]=3)=[C:16]3[CH:17]=[CH:18][CH:19]=[CH:20][N:15]3[N:14]=2)[CH:8]=1)=[O:5].O[Li].O. (3) The reactants are: [CH:1]1([C:4]([N:6]2[CH2:10][CH2:9][C@@H:8]([CH2:11][NH:12][C:13]3[CH:18]=[C:17]([C:19]([F:22])([F:21])[F:20])[CH:16]=[CH:15][C:14]=3[N+:23]([O-])=O)[CH2:7]2)=[O:5])[CH2:3][CH2:2]1. Given the product [CH:1]1([C:4]([N:6]2[CH2:10][CH2:9][C@@H:8]([CH2:11][NH:12][C:13]3[C:14]([NH2:23])=[CH:15][CH:16]=[C:17]([C:19]([F:20])([F:21])[F:22])[CH:18]=3)[CH2:7]2)=[O:5])[CH2:3][CH2:2]1, predict the reactants needed to synthesize it. (4) Given the product [Br:19][C:11]1[CH:10]=[N:9][N:6]2[CH:7]=[CH:8][C:3]([CH2:1][CH3:2])=[CH:4][C:5]=12, predict the reactants needed to synthesize it. The reactants are: [CH2:1]([C:3]1[CH:8]=[CH:7][N:6]2[N:9]=[CH:10][CH:11]=[C:5]2[CH:4]=1)[CH3:2].C1C(=O)N([Br:19])C(=O)C1.O. (5) Given the product [CH:1]1([N:7]2[CH2:8][CH:9]([CH2:13][OH:14])[CH2:10][C:11]2=[O:12])[CH2:6][CH2:5][CH2:4][CH2:3][CH2:2]1, predict the reactants needed to synthesize it. The reactants are: [CH:1]1([N:7]2[C:11](=[O:12])[CH2:10][CH:9]([C:13](O)=[O:14])[CH2:8]2)[CH2:6][CH2:5][CH2:4][CH2:3][CH2:2]1.B.C1COCC1. (6) Given the product [Cl:19][C:20]1[CH:21]=[C:22]([CH:25]=[CH:26][CH:27]=1)[CH2:23][N:9]1[CH:10]=[C:11]2[C:15](=[O:16])[CH2:14][CH2:13][C:12]2=[C:8]1[C:3]1[CH:4]=[CH:5][CH:6]=[CH:7][C:2]=1[F:1], predict the reactants needed to synthesize it. The reactants are: [F:1][C:2]1[CH:7]=[CH:6][CH:5]=[CH:4][C:3]=1[C:8]1[NH:9][CH:10]=[C:11]2[C:15](=[O:16])[CH2:14][CH2:13][C:12]=12.[H-].[Na+].[Cl:19][C:20]1[CH:21]=[C:22]([CH:25]=[CH:26][CH:27]=1)[CH2:23]Br.O. (7) The reactants are: [CH2:1]([C:7]1[CH:40]=[CH:39][C:10]([C:11]([C:13]2[CH:21]=[C:20]([C:22]([OH:24])=[O:23])[C:19]([C:25](=O)[C:26]3[CH:31]=[CH:30][C:29]([CH2:32][CH2:33][CH2:34][CH2:35][CH2:36][CH3:37])=[CH:28][CH:27]=3)=[CH:18][C:14]=2[C:15]([OH:17])=[O:16])=O)=[CH:9][CH:8]=1)[CH2:2][CH2:3][CH2:4][CH2:5][CH3:6].[H][H]. Given the product [CH2:1]([C:7]1[CH:40]=[CH:39][C:10]([CH2:11][C:13]2[CH:21]=[C:20]([C:22]([OH:24])=[O:23])[C:19]([CH2:25][C:26]3[CH:31]=[CH:30][C:29]([CH2:32][CH2:33][CH2:34][CH2:35][CH2:36][CH3:37])=[CH:28][CH:27]=3)=[CH:18][C:14]=2[C:15]([OH:17])=[O:16])=[CH:9][CH:8]=1)[CH2:2][CH2:3][CH2:4][CH2:5][CH3:6], predict the reactants needed to synthesize it. (8) The reactants are: [Cl:1][C:2]1[C:11]2[C:6](=[CH:7][C:8]([O:12][CH3:13])=[CH:9][CH:10]=2)[N:5]=[C:4]([CH3:14])[CH:3]=1.[O:15]1CCOCC1. Given the product [Cl:1][C:2]1[C:11]2[C:6](=[CH:7][C:8]([O:12][CH3:13])=[CH:9][CH:10]=2)[N:5]=[C:4]([CH:14]=[O:15])[CH:3]=1, predict the reactants needed to synthesize it. (9) The reactants are: [F:1][C:2]([F:37])([F:36])[C:3]1[N:8]=[C:7]2[NH:9][C:10]([C:12]3[CH:13]=[CH:14][C:15]([N:18]4[CH2:23][CH2:22][CH:21]([O:24][C@H:25]5[CH2:30][CH2:29][C@H:28]([C:31]([O:33]CC)=[O:32])[CH2:27][CH2:26]5)[CH2:20][CH2:19]4)=[N:16][CH:17]=3)=[N:11][C:6]2=[CH:5][CH:4]=1.[Li+].[OH-:39].C1COCC1.[OH2:45]. Given the product [C:3]([OH:45])([C:2]([F:37])([F:36])[F:1])=[O:39].[F:36][C:2]([F:1])([F:37])[C:3]1[N:8]=[C:7]2[NH:9][C:10]([C:12]3[CH:13]=[CH:14][C:15]([N:18]4[CH2:23][CH2:22][CH:21]([O:24][C@H:25]5[CH2:26][CH2:27][C@H:28]([C:31]([OH:33])=[O:32])[CH2:29][CH2:30]5)[CH2:20][CH2:19]4)=[N:16][CH:17]=3)=[N:11][C:6]2=[CH:5][CH:4]=1, predict the reactants needed to synthesize it.